The task is: Predict which catalyst facilitates the given reaction.. This data is from Catalyst prediction with 721,799 reactions and 888 catalyst types from USPTO. Reactant: [CH2:1](OS(C)(=O)=O)[CH2:2][C:3]#[CH:4].[NH:10]1[CH2:15][CH2:14][O:13][CH2:12][CH2:11]1. Product: [CH2:1]([N:10]1[CH2:15][CH2:14][O:13][CH2:12][CH2:11]1)[CH2:2][C:3]#[CH:4]. The catalyst class is: 28.